From a dataset of Forward reaction prediction with 1.9M reactions from USPTO patents (1976-2016). Predict the product of the given reaction. Given the reactants [CH3:1][N:2]1[CH:6]=[C:5]([CH2:7][OH:8])[N:4]=[CH:3]1.[C:9](=O)([O-:11])[O-:10].[Cs+].[Cs+].[NH2:15][C:16](=[O:59])[C:17]([CH3:58])([CH3:57])[CH2:18][NH:19][C:20]([C@H:22]([CH:54]([CH3:56])[CH3:55])[CH2:23][C@@H:24]1[O:28][CH2:27][N:26]([C:29]([O:31][CH2:32]Cl)=[O:30])[C@H:25]1[CH2:34][C@H:35]([CH2:39][C:40]1[CH:45]=[CH:44][C:43]([O:46][CH3:47])=[C:42]([O:48][CH2:49][CH2:50][CH2:51][O:52][CH3:53])[CH:41]=1)[CH:36]([CH3:38])[CH3:37])=[O:21], predict the reaction product. The product is: [NH2:15][C:16](=[O:59])[C:17]([CH3:58])([CH3:57])[CH2:18][NH:19][C:20]([C@H:22]([CH:54]([CH3:56])[CH3:55])[CH2:23][C@@H:24]1[O:28][CH2:27][N:26]([C:29]([O:31][CH2:32][O:11][C:9]([O:8][CH2:7][C:5]2[N:4]=[CH:3][N:2]([CH3:1])[CH:6]=2)=[O:10])=[O:30])[C@H:25]1[CH2:34][C@H:35]([CH2:39][C:40]1[CH:45]=[CH:44][C:43]([O:46][CH3:47])=[C:42]([O:48][CH2:49][CH2:50][CH2:51][O:52][CH3:53])[CH:41]=1)[CH:36]([CH3:38])[CH3:37])=[O:21].